From a dataset of Full USPTO retrosynthesis dataset with 1.9M reactions from patents (1976-2016). Predict the reactants needed to synthesize the given product. (1) Given the product [CH3:21][N:22]([CH3:23])[C:2]1[N:7]([C:8]2[CH:13]=[CH:12][CH:11]=[C:10]([C:14]([F:17])([F:16])[F:15])[CH:9]=2)[C:6](=[O:18])[N:5]([CH3:19])[C:4](=[O:20])[CH:3]=1, predict the reactants needed to synthesize it. The reactants are: Cl[C:2]1[N:7]([C:8]2[CH:13]=[CH:12][CH:11]=[C:10]([C:14]([F:17])([F:16])[F:15])[CH:9]=2)[C:6](=[O:18])[N:5]([CH3:19])[C:4](=[O:20])[CH:3]=1.[CH3:21][NH:22][CH3:23]. (2) Given the product [Cl:24][C:5]1[CH:4]=[CH:3][C:2]([NH:1][C:26]([N:44]([CH:45]([CH3:38])[CH3:46])[CH3:49])=[O:27])=[CH:7][C:6]=1[C:8]1[N:9]=[C:10]2[N:15]=[CH:14][C:13]([NH:16][C:17](=[O:22])[O:18][CH:19]([CH3:21])[CH3:20])=[CH:12][N:11]2[CH:23]=1, predict the reactants needed to synthesize it. The reactants are: [NH2:1][C:2]1[CH:3]=[CH:4][C:5]([Cl:24])=[C:6]([C:8]2[N:9]=[C:10]3[N:15]=[CH:14][C:13]([NH:16][C:17](=[O:22])[O:18][CH:19]([CH3:21])[CH3:20])=[CH:12][N:11]3[CH:23]=2)[CH:7]=1.Cl[C:26](OC1C=CC([N+]([O-])=O)=CC=1)=[O:27].[CH3:38]NCC(C)C.[N:44]1[CH:49]=CC=[CH:46][CH:45]=1. (3) Given the product [Cl:29][C:24]1[CH:25]=[CH:26][CH:27]=[CH:28][C:23]=1[S:20]([NH:19][CH2:18][CH2:17][C:16]([C:13]1[C:12]2[C:7](=[CH:8][CH:9]=[C:10]([F:31])[CH:11]=2)[CH:6]=[C:5]([CH2:4][C:3]([OH:32])=[O:2])[C:14]=1[CH3:15])=[CH2:30])(=[O:21])=[O:22], predict the reactants needed to synthesize it. The reactants are: C[O:2][C:3](=[O:32])[CH2:4][C:5]1[C:14]([CH3:15])=[C:13]([C:16](=[CH2:30])[CH2:17][CH2:18][NH:19][S:20]([C:23]2[CH:28]=[CH:27][CH:26]=[CH:25][C:24]=2[Cl:29])(=[O:22])=[O:21])[C:12]2[C:7](=[CH:8][CH:9]=[C:10]([F:31])[CH:11]=2)[CH:6]=1.[Li+].[OH-]. (4) Given the product [CH3:17][C:14]1[N:13]=[C:12]([NH:18][C:19]2[C:24]([CH3:25])=[CH:23][C:22]([CH3:26])=[CH:21][C:20]=2[CH3:27])[C:11]([S:8]([C:5]2[CH:6]=[CH:7][C:2]([C:33]#[C:32][Si:29]([CH3:31])([CH3:30])[CH3:28])=[CH:3][CH:4]=2)(=[O:10])=[O:9])=[CH:16][CH:15]=1, predict the reactants needed to synthesize it. The reactants are: Br[C:2]1[CH:7]=[CH:6][C:5]([S:8]([C:11]2[C:12]([NH:18][C:19]3[C:24]([CH3:25])=[CH:23][C:22]([CH3:26])=[CH:21][C:20]=3[CH3:27])=[N:13][C:14]([CH3:17])=[CH:15][CH:16]=2)(=[O:10])=[O:9])=[CH:4][CH:3]=1.[CH3:28][Si:29]([C:32]#[CH:33])([CH3:31])[CH3:30]. (5) Given the product [C:12]([O:11][C:9]([N:28]1[CH2:29][CH2:30][N:25]([C:22]2[CH:21]=[CH:20][C:19]([N+:16]([O-:18])=[O:17])=[CH:24][CH:23]=2)[CH2:26][CH2:27]1)=[O:10])([CH3:13])([CH3:14])[CH3:15], predict the reactants needed to synthesize it. The reactants are: [C:12]([O:11][C:9](O[C:9]([O:11][C:12]([CH3:15])([CH3:14])[CH3:13])=[O:10])=[O:10])([CH3:15])([CH3:14])[CH3:13].[N+:16]([C:19]1[CH:24]=[CH:23][C:22]([N:25]2[CH2:30][CH2:29][NH:28][CH2:27][CH2:26]2)=[CH:21][CH:20]=1)([O-:18])=[O:17].C(N(CC)CC)C. (6) Given the product [F:16][C:11]1[CH:10]=[C:9]([CH:14]=[CH:13][C:12]=1[CH3:15])[CH2:8][N:23]1[C:22]2[CH:24]=[C:25]([C:27]3[CH:32]=[CH:31][CH:30]=[CH:29][CH:28]=3)[S:26][C:21]=2[C:20](=[O:33])[N:19]([CH:34]2[CH2:39][CH2:38][N:37]([C:40]([O:42][C:43]([CH3:45])([CH3:44])[CH3:46])=[O:41])[CH2:36][CH2:35]2)[C:18]1=[O:17], predict the reactants needed to synthesize it. The reactants are: C(=O)([O-])[O-].[K+].[K+].Br[CH2:8][C:9]1[CH:14]=[CH:13][C:12]([CH3:15])=[C:11]([F:16])[CH:10]=1.[O:17]=[C:18]1[NH:23][C:22]2[CH:24]=[C:25]([C:27]3[CH:32]=[CH:31][CH:30]=[CH:29][CH:28]=3)[S:26][C:21]=2[C:20](=[O:33])[N:19]1[CH:34]1[CH2:39][CH2:38][N:37]([C:40]([O:42][C:43]([CH3:46])([CH3:45])[CH3:44])=[O:41])[CH2:36][CH2:35]1. (7) Given the product [ClH:34].[Cl:34][C:31]1[CH:32]=[CH:33][C:28]([C:26]2[S:27][C:21]3[C:20](=[O:35])[N:19]([C:16]4[CH:17]=[CH:18][C:13]([O:12][CH:10]5[CH2:9][N:8]([CH2:4][CH2:3][C:2]([F:7])([F:6])[F:1])[CH2:11]5)=[C:14]([O:36][CH3:37])[CH:15]=4)[CH:24]=[CH:23][C:22]=3[N:25]=2)=[CH:29][CH:30]=1, predict the reactants needed to synthesize it. The reactants are: [F:1][C:2]([F:7])([F:6])[CH2:3][CH:4]=O.[NH:8]1[CH2:11][CH:10]([O:12][C:13]2[CH:18]=[CH:17][C:16]([N:19]3[CH:24]=[CH:23][C:22]4[N:25]=[C:26]([C:28]5[CH:33]=[CH:32][C:31]([Cl:34])=[CH:30][CH:29]=5)[S:27][C:21]=4[C:20]3=[O:35])=[CH:15][C:14]=2[O:36][CH3:37])[CH2:9]1.C(O)(=O)C.C([BH3-])#N.[Na+].C([O-])(O)=O.[Na+].Cl.CCOCC.